From a dataset of Reaction yield outcomes from USPTO patents with 853,638 reactions. Predict the reaction yield, written as a fraction of the theoretical maximum amount of product (1.0 means a 100% yield; for example, 0.34 means a 34% yield). (1) The reactants are O=[C:2]1[CH2:7][CH2:6][CH:5]([NH:8][C:9](=[O:13])[CH:10]([CH3:12])[CH3:11])[CH2:4][CH2:3]1.Cl.[F:15][C:16]1([F:27])[O:20][C:19]2[CH:21]=[CH:22][C:23]([NH:25]N)=[CH:24][C:18]=2[O:17]1.Cl. The catalyst is O. The product is [F:27][C:16]1([F:15])[O:17][C:18]2=[CH:24][C:23]3[NH:25][C:2]4[CH2:7][CH2:6][CH:5]([NH:8][C:9](=[O:13])[CH:10]([CH3:12])[CH3:11])[CH2:4][C:3]=4[C:22]=3[CH:21]=[C:19]2[O:20]1. The yield is 0.430. (2) The reactants are [F:1][C:2]1[CH:7]=[CH:6][CH:5]=[CH:4][C:3]=1[CH2:8][C:9]([OH:11])=O.C(Cl)(=O)C(Cl)=O.[NH2:18][C:19](=[N:25]O)[C:20]([O:22][CH2:23][CH3:24])=[O:21].C(N(CC)C(C)C)(C)C. The catalyst is ClCCl.CN(C=O)C. The product is [F:1][C:2]1[CH:7]=[CH:6][CH:5]=[CH:4][C:3]=1[CH2:8][C:9]1[O:11][N:25]=[C:19]([C:20]([O:22][CH2:23][CH3:24])=[O:21])[N:18]=1. The yield is 0.140.